This data is from Full USPTO retrosynthesis dataset with 1.9M reactions from patents (1976-2016). The task is: Predict the reactants needed to synthesize the given product. (1) Given the product [N+:1]([C:4]1[CH:5]=[C:6]([CH:10]=[CH:11][CH:12]=1)[C:7]([N:13]1[CH2:17][CH2:16][CH2:15][CH2:14]1)=[O:9])([O-:3])=[O:2], predict the reactants needed to synthesize it. The reactants are: [N+:1]([C:4]1[CH:5]=[C:6]([CH:10]=[CH:11][CH:12]=1)[C:7]([OH:9])=O)([O-:3])=[O:2].[NH:13]1[CH2:17][CH2:16][CH2:15][CH2:14]1.OC1C2N=NNC=2C=CC=1.CNC(N=C=NCC)CCNC.C(NC(C)C)(C)C. (2) Given the product [CH2:5]([O:7][C:8]([N:10]1[CH2:16][CH2:15][C:14]2[CH:17]=[C:18]([CH:20]=[C:25]([N:22]=[N+:23]=[N-:24])[C:26]([O:28][CH2:29][CH3:30])=[O:27])[S:19][C:13]=2[CH2:12][CH2:11]1)=[O:9])[CH3:6], predict the reactants needed to synthesize it. The reactants are: [O-]CC.[Na+].[CH2:5]([O:7][C:8]([N:10]1[CH2:16][CH2:15][C:14]2[CH:17]=[C:18]([CH:20]=O)[S:19][C:13]=2[CH2:12][CH2:11]1)=[O:9])[CH3:6].[N:22]([CH2:25][C:26]([O:28][CH2:29][CH3:30])=[O:27])=[N+:23]=[N-:24]. (3) Given the product [Cl:1][C:2]1[C:3]([CH3:25])=[N:4][O:5][C:6]=1[NH:7][S:8]([C:11]1[CH:15]=[CH:14][S:13][C:12]=1[C:16]([NH:18][C:19]1[CH:33]=[CH:34][C:28]([O:27][CH3:26])=[CH:29][C:30]=1[CH3:31])=[O:17])(=[O:9])=[O:10], predict the reactants needed to synthesize it. The reactants are: [Cl:1][C:2]1[C:3]([CH3:25])=[N:4][O:5][C:6]=1[NH:7][S:8]([C:11]1[CH:15]=[CH:14][S:13][C:12]=1[C:16]([NH:18][C:19]1SC(C)=NN=1)=[O:17])(=[O:10])=[O:9].[CH3:26][O:27][C:28]1[CH:34]=[CH:33][C:31](N)=[C:30](C)[CH:29]=1. (4) Given the product [NH2:8][C:9]1[CH:14]=[CH:13][CH:12]=[CH:11][C:10]=1[NH:15][C:16](=[O:17])/[CH:18]=[CH:19]/[C:20]1[CH:25]=[CH:24][C:23]([CH:26]([C:27](=[O:28])[NH:78][C:75]2[CH:76]=[CH:77][C:72]([CH:69]3[CH2:71][CH2:70]3)=[CH:73][CH:74]=2)[N:30]2[CH2:34][CH2:33][C@H:32]([OH:35])[CH2:31]2)=[CH:22][CH:21]=1, predict the reactants needed to synthesize it. The reactants are: C(OC([NH:8][C:9]1[CH:14]=[CH:13][CH:12]=[CH:11][C:10]=1[NH:15][C:16]([CH:18]=[CH:19][C:20]1[CH:25]=[CH:24][C:23]([CH:26]([N:30]2[CH2:34][CH2:33][CH:32]([OH:35])[CH2:31]2)[C:27](O)=[O:28])=[CH:22][CH:21]=1)=[O:17])=O)(C)(C)C.C1CN([P+](Br)(N2CCCC2)N2CCCC2)CC1.F[P-](F)(F)(F)(F)F.CCN(C(C)C)C(C)C.[CH:69]1([C:72]2[CH:77]=[CH:76][C:75]([NH2:78])=[CH:74][CH:73]=2)[CH2:71][CH2:70]1.Cl.C([O-])(O)=O.[Na+]. (5) Given the product [ClH:27].[CH3:22][C:18]1([CH3:23])[CH2:19][CH2:20][CH2:21][CH:16]([NH:15][C:14]([C@@H:13]2[CH2:12][C@:11]3([CH2:25][OH:26])[C@@H:9]([CH2:10]3)[NH:8]2)=[O:24])[CH2:17]1, predict the reactants needed to synthesize it. The reactants are: C(OC([N:8]1[C@H:13]([C:14](=[O:24])[NH:15][CH:16]2[CH2:21][CH2:20][CH2:19][C:18]([CH3:23])([CH3:22])[CH2:17]2)[CH2:12][C@:11]2([CH2:25][OH:26])[C@H:9]1[CH2:10]2)=O)(C)(C)C.[ClH:27]. (6) Given the product [NH2:1][C:2]1[S:3][C:4]([C:25]2[CH:30]=[CH:29][N:28]=[C:27]([NH:33][C:34]3[CH:39]=[CH:38][C:37]([O:40][CH2:41][CH2:42][N:43]([CH3:44])[CH3:45])=[C:36]([Cl:46])[CH:35]=3)[N:26]=2)=[C:5]([C:7]2[CH:8]=[CH:9][C:10]([F:24])=[C:11]([NH:13][C:14](=[O:23])[C:15]3[C:20]([F:21])=[CH:19][CH:18]=[CH:17][C:16]=3[F:22])[CH:12]=2)[N:6]=1, predict the reactants needed to synthesize it. The reactants are: [NH2:1][C:2]1[S:3][C:4]([C:25]2[CH:30]=[CH:29][N:28]=[C:27](Cl)[N:26]=2)=[C:5]([C:7]2[CH:8]=[CH:9][C:10]([F:24])=[C:11]([NH:13][C:14](=[O:23])[C:15]3[C:20]([F:21])=[CH:19][CH:18]=[CH:17][C:16]=3[F:22])[CH:12]=2)[N:6]=1.[Cl-].[NH2:33][C:34]1[CH:39]=[CH:38][C:37]([O:40][CH2:41][CH2:42][NH+:43]([CH3:45])[CH3:44])=[C:36]([Cl:46])[CH:35]=1. (7) The reactants are: [Se](=O)=[O:2].[CH3:4][C:5]1[CH:10]=[C:9]([CH3:11])[N:8]=[C:7]([O:12][C@@H:13]([C:18]([O:31][CH3:32])([C:25]2[CH:30]=[CH:29][CH:28]=[CH:27][CH:26]=2)[C:19]2[CH:24]=[CH:23][CH:22]=[CH:21][CH:20]=2)[C:14]([O:16][CH3:17])=[O:15])[N:6]=1. Given the product [CH:11]([C:9]1[CH:10]=[C:5]([CH3:4])[N:6]=[C:7]([O:12][C@@H:13]([C:18]([O:31][CH3:32])([C:25]2[CH:26]=[CH:27][CH:28]=[CH:29][CH:30]=2)[C:19]2[CH:20]=[CH:21][CH:22]=[CH:23][CH:24]=2)[C:14]([O:16][CH3:17])=[O:15])[N:8]=1)=[O:2], predict the reactants needed to synthesize it. (8) Given the product [C:1]([O:5][C:6](=[O:22])[N:7]([CH2:9][CH2:10][NH:11][C:12]1[CH:13]=[CH:14][C:15]2[N:16]([C:18]([C:29]3[CH:30]=[CH:31][C:26]([C:23](=[O:25])[NH2:24])=[CH:27][CH:28]=3)=[CH:19][N:20]=2)[N:17]=1)[CH3:8])([CH3:4])([CH3:3])[CH3:2], predict the reactants needed to synthesize it. The reactants are: [C:1]([O:5][C:6](=[O:22])[N:7]([CH2:9][CH2:10][NH:11][C:12]1[CH:13]=[CH:14][C:15]2[N:16]([C:18](Br)=[CH:19][N:20]=2)[N:17]=1)[CH3:8])([CH3:4])([CH3:3])[CH3:2].[C:23]([C:26]1[CH:31]=[CH:30][C:29](B(O)O)=[CH:28][CH:27]=1)(=[O:25])[NH2:24].O.[O-]P([O-])([O-])=O.[K+].[K+].[K+].ClCCl. (9) Given the product [CH2:1]([N:8]([CH:9]([C:14]1[CH:19]=[CH:18][CH:17]=[CH:16][CH:15]=1)[C:10]([O:12][CH3:13])=[O:11])[C:33](=[O:34])[C:32]1[CH:31]=[CH:30][C:29]([N+:26]([O-:28])=[O:27])=[CH:37][CH:36]=1)[C:2]1[CH:3]=[CH:4][CH:5]=[CH:6][CH:7]=1, predict the reactants needed to synthesize it. The reactants are: [CH2:1]([NH:8][CH:9]([C:14]1[CH:19]=[CH:18][CH:17]=[CH:16][CH:15]=1)[C:10]([O:12][CH3:13])=[O:11])[C:2]1[CH:7]=[CH:6][CH:5]=[CH:4][CH:3]=1.N1C=CC=CC=1.[N+:26]([C:29]1[CH:37]=[CH:36][C:32]([C:33](Cl)=[O:34])=[CH:31][CH:30]=1)([O-:28])=[O:27]. (10) Given the product [Br:23][CH2:1][CH2:2][CH2:3][CH2:4][CH2:5][CH2:6][CH2:7][CH2:8][CH2:9][CH2:10][C:11]#[C:12][CH2:13][CH3:14], predict the reactants needed to synthesize it. The reactants are: [CH2:1](OC1CCCCO1)[CH2:2][CH2:3][CH2:4][CH2:5][CH2:6][CH2:7][CH2:8][CH2:9][CH2:10][C:11]#[C:12][CH2:13][CH3:14].C(Br)(Br)(Br)[Br:23].C1(P(C2C=CC=CC=2)C2C=CC=CC=2)C=CC=CC=1.